Regression. Given a peptide amino acid sequence and an MHC pseudo amino acid sequence, predict their binding affinity value. This is MHC class II binding data. From a dataset of Peptide-MHC class II binding affinity with 134,281 pairs from IEDB. (1) The peptide sequence is LLDNRSNHYEEVIAS. The MHC is DRB4_0101 with pseudo-sequence DRB4_0103. The binding affinity (normalized) is 0.174. (2) The peptide sequence is AAAAAYEAAFAATVP. The MHC is DRB1_0401 with pseudo-sequence DRB1_0401. The binding affinity (normalized) is 0.570. (3) The peptide sequence is AAFNNAIKAGTGGAY. The MHC is HLA-DQA10102-DQB10502 with pseudo-sequence HLA-DQA10102-DQB10502. The binding affinity (normalized) is 0.0579. (4) The peptide sequence is GELQIVDKIGAAFKI. The MHC is DRB4_0101 with pseudo-sequence DRB4_0103. The binding affinity (normalized) is 0.568. (5) The peptide sequence is SFLQNPQTSLCFSES. The MHC is DRB1_1302 with pseudo-sequence DRB1_1302. The binding affinity (normalized) is 0.515.